This data is from Catalyst prediction with 721,799 reactions and 888 catalyst types from USPTO. The task is: Predict which catalyst facilitates the given reaction. (1) Reactant: [CH3:1][C:2]1([CH3:11])[CH2:7][CH:6]([OH:8])[CH2:5][C:4]([CH3:10])([CH3:9])[O:3]1.N1C=CC=CC=1.[CH3:18][S:19](Cl)(=[O:21])=[O:20]. Product: [CH3:18][S:19]([O:8][CH:6]1[CH2:5][C:4]([CH3:10])([CH3:9])[O:3][C:2]([CH3:11])([CH3:1])[CH2:7]1)(=[O:21])=[O:20]. The catalyst class is: 2. (2) Product: [CH3:29][O:30][C:31]1[CH:32]=[CH:33][C:34]([S:37]([N:11]2[C:12]3[C:8](=[C:7]4[CH2:1][NH:2][CH2:3][CH2:4][O:5][C:6]4=[CH:14][CH:13]=3)[CH:9]=[CH:10]2)(=[O:39])=[O:38])=[CH:35][CH:36]=1. Reactant: [CH2:1]1[C:7]2=[C:8]3[C:12](=[CH:13][CH:14]=[C:6]2[O:5][CH2:4][CH2:3][N:2]1C(OC(C)(C)C)=O)[NH:11][CH:10]=[CH:9]3.[H-].[Na+].CN(C=O)C.[CH3:29][O:30][C:31]1[CH:36]=[CH:35][C:34]([S:37](Cl)(=[O:39])=[O:38])=[CH:33][CH:32]=1. The catalyst class is: 547. (3) Reactant: Br[C:2]1[S:3][C:4]([Br:7])=[CH:5][N:6]=1.[C:8]([O:12][C:13]([N:15]1[CH2:20][CH2:19][NH:18][CH2:17][CH2:16]1)=[O:14])([CH3:11])([CH3:10])[CH3:9].C(N(CC)CC)C. Product: [Br:7][C:4]1[S:3][C:2]([N:18]2[CH2:17][CH2:16][N:15]([C:13]([O:12][C:8]([CH3:11])([CH3:10])[CH3:9])=[O:14])[CH2:20][CH2:19]2)=[N:6][CH:5]=1. The catalyst class is: 51. (4) Reactant: [C:1]1([O:7][C:8](Cl)=[O:9])[CH:6]=[CH:5][CH:4]=[CH:3][CH:2]=1.[Cl:11][C:12]1[N:17]=[CH:16][C:15]([C:18]#[C:19][C:20]2[CH:21]=[C:22]([NH2:26])[CH:23]=[CH:24][CH:25]=2)=[CH:14][N:13]=1.N1C=CC=CC=1. Product: [Cl:11][C:12]1[N:13]=[CH:14][C:15]([C:18]#[C:19][C:20]2[CH:21]=[C:22]([NH:26][C:8](=[O:9])[O:7][C:1]3[CH:6]=[CH:5][CH:4]=[CH:3][CH:2]=3)[CH:23]=[CH:24][CH:25]=2)=[CH:16][N:17]=1. The catalyst class is: 1. (5) Reactant: [Br:1][C:2]1[CH:7]=[C:6]([F:8])[CH:5]=[CH:4][C:3]=1[CH:9]1[CH2:14][C:13](=[O:15])[CH:12]=[C:11]([OH:16])[CH2:10]1.[C:17](OC(=O)C)(=[O:19])[CH3:18].CCN(CC)CC. Product: [Br:1][C:2]1[CH:7]=[C:6]([F:8])[CH:5]=[CH:4][C:3]=1[CH:9]1[CH2:10][C:11](=[O:16])[C:12](=[C:17]([OH:19])[CH3:18])[C:13](=[O:15])[CH2:14]1. The catalyst class is: 79. (6) Reactant: [Cl:1][C:2]1[CH:7]=[CH:6][C:5]([NH:8][C:9]2[C:12](=[O:13])[C:11](=[O:14])[C:10]=2[NH:15][C:16]2[S:26][C:19]3[CH2:20][N:21]([CH2:24][CH3:25])[CH2:22][CH2:23][C:18]=3[C:17]=2[C:27]([O:29]C(C)(C)C)=[O:28])=[CH:4][CH:3]=1.FC(F)(F)C(O)=O. Product: [Cl:1][C:2]1[CH:7]=[CH:6][C:5]([NH:8][C:9]2[C:12](=[O:13])[C:11](=[O:14])[C:10]=2[NH:15][C:16]2[S:26][C:19]3[CH2:20][N:21]([CH2:24][CH3:25])[CH2:22][CH2:23][C:18]=3[C:17]=2[C:27]([OH:29])=[O:28])=[CH:4][CH:3]=1. The catalyst class is: 390. (7) Reactant: [CH3:1][N:2]1[C:6]2[CH:7]=[C:8]([C:11]3[CH:18]=[N:17][CH:16]=[CH:15][C:12]=3[CH:13]=O)[CH:9]=[CH:10][C:5]=2[O:4][C:3]1=[O:19].[F:20][C:21]([F:27])([F:26])[S:22]([NH2:25])(=[O:24])=[O:23].C(O)(=O)C.C(O[BH-](OC(=O)C)OC(=O)C)(=O)C.[Na+]. Product: [F:20][C:21]([F:27])([F:26])[S:22]([NH:25][CH2:13][C:12]1[CH:15]=[CH:16][N:17]=[CH:18][C:11]=1[C:8]1[CH:9]=[CH:10][C:5]2[O:4][C:3](=[O:19])[N:2]([CH3:1])[C:6]=2[CH:7]=1)(=[O:24])=[O:23]. The catalyst class is: 4.